Dataset: Peptide-MHC class I binding affinity with 185,985 pairs from IEDB/IMGT. Task: Regression. Given a peptide amino acid sequence and an MHC pseudo amino acid sequence, predict their binding affinity value. This is MHC class I binding data. (1) The peptide sequence is PSSKPDWFY. The MHC is HLA-B35:01 with pseudo-sequence HLA-B35:01. The binding affinity (normalized) is 0.358. (2) The peptide sequence is MPVGGQSSF. The binding affinity (normalized) is 0.275. The MHC is HLA-B15:17 with pseudo-sequence HLA-B15:17. (3) The peptide sequence is RAWDPQPAM. The MHC is HLA-B15:01 with pseudo-sequence HLA-B15:01. The binding affinity (normalized) is 0.0847. (4) The peptide sequence is KQYNVTQAF. The MHC is BoLA-D18.4 with pseudo-sequence BoLA-D18.4. The binding affinity (normalized) is 0.504. (5) The peptide sequence is TTEAILPEY. The MHC is HLA-A30:02 with pseudo-sequence HLA-A30:02. The binding affinity (normalized) is 0. (6) The peptide sequence is RLASSLYVY. The MHC is HLA-A30:02 with pseudo-sequence HLA-A30:02. The binding affinity (normalized) is 1.00.